Dataset: Forward reaction prediction with 1.9M reactions from USPTO patents (1976-2016). Task: Predict the product of the given reaction. Given the reactants C(OC(=O)[N:7]([CH2:24][CH3:25])[CH2:8][CH2:9][N:10]1[CH2:16][CH2:15][CH2:14][C:13]2[NH:17][C:18]([CH:21]=[O:22])=[C:19]([CH3:20])[C:12]=2[C:11]1=[O:23])(C)(C)C.FC(F)(F)C(O)=O, predict the reaction product. The product is: [CH2:24]([NH:7][CH2:8][CH2:9][N:10]1[CH2:16][CH2:15][CH2:14][C:13]2[NH:17][C:18]([CH:21]=[O:22])=[C:19]([CH3:20])[C:12]=2[C:11]1=[O:23])[CH3:25].